Dataset: Catalyst prediction with 721,799 reactions and 888 catalyst types from USPTO. Task: Predict which catalyst facilitates the given reaction. (1) Reactant: [CH2:1]([CH:5]1[NH:9][C:8](=[O:10])[C:7]([CH3:12])([CH3:11])[C:6]1=[O:13])[CH:2]([CH3:4])[CH3:3].Br[C:15]1[CH:22]=[CH:21][C:18]([C:19]#[N:20])=[C:17]([Cl:23])[CH:16]=1.C(=O)([O-])[O-].[Cs+].[Cs+].C1(P(C2C=CC=CC=2)C2C3OC4C(=CC=CC=4P(C4C=CC=CC=4)C4C=CC=CC=4)C(C)(C)C=3C=CC=2)C=CC=CC=1. Product: [Cl:23][C:17]1[CH:16]=[C:15]([N:9]2[CH:5]([CH2:1][CH:2]([CH3:4])[CH3:3])[C:6](=[O:13])[C:7]([CH3:11])([CH3:12])[C:8]2=[O:10])[CH:22]=[CH:21][C:18]=1[C:19]#[N:20]. The catalyst class is: 110. (2) Reactant: C(N(C(C)C)CC)(C)C.CN(C(ON1N=NC2C=CC=CC1=2)=[N+](C)C)C.F[P-](F)(F)(F)(F)F.[OH:34][CH2:35][C:36]([N:38]([CH3:40])[CH3:39])=[O:37].[CH3:41][N:42]([CH3:62])[CH:43]1[CH2:48][CH2:47][N:46]([C:49](=[O:61])[CH2:50][CH2:51][C:52]2[N:53]([CH2:57][C:58](O)=[O:59])[CH:54]=[CH:55][N:56]=2)[CH2:45][CH2:44]1.Cl. Product: [CH3:62][N:42]([CH3:41])[CH:43]1[CH2:48][CH2:47][N:46]([C:49](=[O:61])[CH2:50][CH2:51][C:52]2[N:53]([CH2:57][C:58]([O:34][CH2:35][C:36]([N:38]([CH3:40])[CH3:39])=[O:37])=[O:59])[CH:54]=[CH:55][N:56]=2)[CH2:45][CH2:44]1. The catalyst class is: 22.